Predict the reactants needed to synthesize the given product. From a dataset of Full USPTO retrosynthesis dataset with 1.9M reactions from patents (1976-2016). (1) Given the product [Cl:1][C:2]1[C:3]([F:11])=[C:4]([CH:8]=[CH:9][CH:10]=1)[C:5]([NH:27][CH2:26][C:16]1([C:19]2[CH:20]=[N:21][C:22]([F:25])=[CH:23][CH:24]=2)[CH2:17][CH2:18][C:13]([F:12])([F:28])[CH2:14][CH2:15]1)=[O:7], predict the reactants needed to synthesize it. The reactants are: [Cl:1][C:2]1[C:3]([F:11])=[C:4]([CH:8]=[CH:9][CH:10]=1)[C:5]([OH:7])=O.[F:12][C:13]1([F:28])[CH2:18][CH2:17][C:16]([CH2:26][NH2:27])([C:19]2[CH:20]=[N:21][C:22]([F:25])=[CH:23][CH:24]=2)[CH2:15][CH2:14]1. (2) Given the product [C:2]1([C:1]2[O:9][C:16]3[CH:15]=[C:14]([N+:17]([O-:19])=[O:18])[CH:13]=[CH:12][C:11]=3[N:10]=2)[CH:3]=[CH:4][CH:5]=[CH:6][CH:7]=1, predict the reactants needed to synthesize it. The reactants are: [C:1]([OH:9])(=O)[C:2]1[CH:7]=[CH:6][CH:5]=[CH:4][CH:3]=1.[NH2:10][C:11]1[CH:16]=[CH:15][C:14]([N+:17]([O-:19])=[O:18])=[CH:13][C:12]=1O.[OH-].[Na+]. (3) Given the product [Br:6][C:7]1[CH:8]=[C:9]([F:17])[C:10]([CH2:14][C:15]([NH2:16])=[O:18])=[C:11]([F:13])[CH:12]=1, predict the reactants needed to synthesize it. The reactants are: S(=O)(=O)(O)O.[Br:6][C:7]1[CH:12]=[C:11]([F:13])[C:10]([CH2:14][C:15]#[N:16])=[C:9]([F:17])[CH:8]=1.[OH-:18].[NH4+]. (4) Given the product [CH:1]1([O:7][C:8](=[O:9])[NH:10][C@H:11]2[C:12](=[O:14])[O:17][C@H:15]2[CH3:16])[CH2:2][CH2:3][CH2:4][CH2:5][CH2:6]1, predict the reactants needed to synthesize it. The reactants are: [CH:1]1([O:7][C:8]([NH:10][C@H:11]([C@@H:15]([OH:17])[CH3:16])[C:12]([OH:14])=O)=[O:9])[CH2:6][CH2:5][CH2:4][CH2:3][CH2:2]1.CCN(CC)CC.CN(C(ON1N=NC2C=CC=CC1=2)=[N+](C)C)C.[B-](F)(F)(F)F. (5) Given the product [NH2:41][C@@H:38]1[CH2:39][CH2:40][N:36]([S:32]([NH:31][C:17]([C:16]2[C:15]([C:22]3[CH:23]=[CH:24][C:25]([CH3:28])=[CH:26][CH:27]=3)=[N:14][C:13]([C:4]3[CH:5]=[C:6]([O:8][CH2:9][CH:10]([CH3:12])[CH3:11])[CH:7]=[C:2]([F:1])[CH:3]=3)=[CH:21][CH:20]=2)=[O:19])(=[O:34])=[O:33])[CH2:37]1, predict the reactants needed to synthesize it. The reactants are: [F:1][C:2]1[CH:3]=[C:4]([C:13]2[CH:21]=[CH:20][C:16]([C:17]([OH:19])=O)=[C:15]([C:22]3[CH:27]=[CH:26][C:25]([CH3:28])=[CH:24][CH:23]=3)[N:14]=2)[CH:5]=[C:6]([O:8][CH2:9][CH:10]([CH3:12])[CH3:11])[CH:7]=1.O=C=[N:31][S:32](Cl)(=[O:34])=[O:33].[NH:36]1[CH2:40][CH2:39][C@@H:38]([NH:41]C(=O)OC(C)(C)C)[CH2:37]1.C(N(CC)CC)C.Cl. (6) Given the product [CH3:1][NH:2][CH2:3][CH2:4][CH2:5][CH:6]1[C:7]2[CH:8]=[CH:9][CH:10]=[CH:11][C:12]=2[CH:13]=[CH:14][C:15]2[CH:20]=[CH:19][CH:18]=[CH:17][C:16]1=2.[ClH:21], predict the reactants needed to synthesize it. The reactants are: [CH3:1][NH:2][CH2:3][CH2:4][CH2:5][CH:6]1[C:16]2[CH:17]=[CH:18][CH:19]=[CH:20][C:15]=2[CH:14]=[CH:13][C:12]2[CH:11]=[CH:10][CH:9]=[CH:8][C:7]1=2.[ClH:21].